Predict the reaction yield, written as a fraction of the theoretical maximum amount of product (1.0 means a 100% yield; for example, 0.34 means a 34% yield). From a dataset of Reaction yield outcomes from USPTO patents with 853,638 reactions. (1) The reactants are [CH3:1][C:2]1[NH:3][CH:4]2[CH:9]=[CH:8][CH:7]=[CH:6][N:5]2[C:10]=1[C:11]([OH:13])=O.CN(C(ON1N=NC2C=CC=CC1=2)=[N+](C)C)C.F[P-](F)(F)(F)(F)F.[NH:38]1[CH:42]=[CH:41][N:40]=[C:39]1[NH:43][C:44]([C:46]1[C:54]2[NH:53][C:52]([NH2:55])=[N:51][C:50]=2[CH:49]=[CH:48][CH:47]=1)=[O:45]. The catalyst is CN(C=O)C.CCN(C(C)C)C(C)C.[Cl-].[Na+].O. The product is [NH:40]1[CH:41]=[CH:42][N:38]=[C:39]1[NH:43][C:44]([C:46]1[C:54]2[N:53]=[C:52]([NH:55][C:11]([C:10]3[N:5]4[CH:6]=[CH:7][CH:8]=[CH:9][C:4]4=[N:3][C:2]=3[CH3:1])=[O:13])[NH:51][C:50]=2[CH:49]=[CH:48][CH:47]=1)=[O:45]. The yield is 0.170. (2) The product is [Br:1][C:2]1[CH:3]=[C:4]([N:8]2[C:16]3[CH2:15][CH2:14][CH2:13][CH:12]([Cl:25])[C:11]=3[C:10]([C:18]([O:20][CH2:21][CH3:22])=[O:19])=[N:9]2)[CH:5]=[CH:6][CH:7]=1. The catalyst is ClCCl. The reactants are [Br:1][C:2]1[CH:3]=[C:4]([N:8]2[C:16]3[CH2:15][CH2:14][CH2:13][CH:12](O)[C:11]=3[C:10]([C:18]([O:20][CH2:21][CH3:22])=[O:19])=[N:9]2)[CH:5]=[CH:6][CH:7]=1.S(Cl)([Cl:25])=O. The yield is 0.890. (3) The reactants are [Br:1][C:2]1[CH:8]=[C:7]([F:9])[CH:6]=[CH:5][C:3]=1[NH2:4].[N:10]([O-])=O.[Na+].Cl[Sn]Cl.Cl. The catalyst is Cl. The product is [Br:1][C:2]1[CH:8]=[C:7]([F:9])[CH:6]=[CH:5][C:3]=1[NH:4][NH2:10]. The yield is 0.830. (4) The reactants are Br[CH2:2][C:3]1[CH:8]=[C:7]([N+:9]([O-:11])=[O:10])[CH:6]=[CH:5][C:4]=1[Cl:12].[C-:13]#[N:14].[K+]. The catalyst is C(O)C.O.C(Cl)Cl. The product is [Cl:12][C:4]1[CH:5]=[CH:6][C:7]([N+:9]([O-:11])=[O:10])=[CH:8][C:3]=1[CH2:2][C:13]#[N:14]. The yield is 0.780.